From a dataset of Peptide-MHC class I binding affinity with 185,985 pairs from IEDB/IMGT. Regression. Given a peptide amino acid sequence and an MHC pseudo amino acid sequence, predict their binding affinity value. This is MHC class I binding data. (1) The peptide sequence is YTVAYQATV. The MHC is HLA-A02:01 with pseudo-sequence HLA-A02:01. The binding affinity (normalized) is 0.801. (2) The peptide sequence is LLLLISLVY. The MHC is HLA-A26:03 with pseudo-sequence HLA-A26:03. The binding affinity (normalized) is 0.0847. (3) The binding affinity (normalized) is 0.213. The MHC is HLA-B57:01 with pseudo-sequence HLA-B57:01. The peptide sequence is WLRAHPVAI. (4) The MHC is HLA-A11:01 with pseudo-sequence HLA-A11:01. The binding affinity (normalized) is 0.0847. The peptide sequence is EIIELTRTL. (5) The peptide sequence is AEMLANIDL. The MHC is HLA-B45:01 with pseudo-sequence HLA-B45:01. The binding affinity (normalized) is 0.551. (6) The peptide sequence is KLRNWQWWRL. The MHC is HLA-A02:02 with pseudo-sequence HLA-A02:02. The binding affinity (normalized) is 0.631. (7) The peptide sequence is YSNRNRFLY. The MHC is HLA-A29:02 with pseudo-sequence HLA-A29:02. The binding affinity (normalized) is 1.00.